Task: Predict which catalyst facilitates the given reaction.. Dataset: Catalyst prediction with 721,799 reactions and 888 catalyst types from USPTO (1) Reactant: O=[C:2]([CH2:6][CH3:7])[C:3]([OH:5])=[O:4].C1(C)C=CC=CC=1.[NH:15]1[CH2:19][CH2:18][CH2:17][C:16]1=[O:20]. Product: [O:20]=[C:16]1[CH2:17][CH2:18][CH2:19][N:15]1/[C:2](=[CH:6]\[CH3:7])/[C:3]([OH:5])=[O:4]. The catalyst class is: 6. (2) Reactant: [CH:1]([N:3]([CH3:5])[NH2:4])=[O:2].[F:6][C:7]1[C:24]([F:25])=[CH:23][C:22]([I:26])=[CH:21][C:8]=1[C:9]([C:11](=[CH:17]OCC)[C:12]([O:14][CH2:15][CH3:16])=[O:13])=[O:10].C([O-])([O-])=O.[Na+].[Na+]. Product: [F:6][C:7]1[C:24]([F:25])=[CH:23][C:22]([I:26])=[CH:21][C:8]=1[C:9]([C:11](=[CH:17][NH:4][N:3]([CH:1]=[O:2])[CH3:5])[C:12]([O:14][CH2:15][CH3:16])=[O:13])=[O:10]. The catalyst class is: 11. (3) Reactant: [N+:1]([O:4][CH2:5][CH2:6][CH2:7][O:8][C:9]([C:11]1[NH:15][C:14]([CH2:16][CH2:17][CH2:18][CH3:19])=[N:13][C:12]=1[Cl:20])=[O:10])([O-:3])=[O:2].CC([O-])(C)C.[K+].[C:27]1([C:33]([C:59]2[CH:64]=[CH:63][CH:62]=[CH:61][CH:60]=2)([C:53]2[CH:58]=[CH:57][CH:56]=[CH:55][CH:54]=2)[N:34]2[C:38]([C:39]3[CH:44]=[CH:43][CH:42]=[CH:41][C:40]=3[C:45]3[CH:50]=[CH:49][C:48]([CH2:51]Br)=[CH:47][CH:46]=3)=[N:37][N:36]=[N:35]2)[CH:32]=[CH:31][CH:30]=[CH:29][CH:28]=1. Product: [N+:1]([O:4][CH2:5][CH2:6][CH2:7][O:8][C:9]([C:11]1[N:15]([CH2:51][C:48]2[CH:47]=[CH:46][C:45]([C:40]3[CH:41]=[CH:42][CH:43]=[CH:44][C:39]=3[C:38]3[N:34]([C:33]([C:59]4[CH:64]=[CH:63][CH:62]=[CH:61][CH:60]=4)([C:53]4[CH:54]=[CH:55][CH:56]=[CH:57][CH:58]=4)[C:27]4[CH:32]=[CH:31][CH:30]=[CH:29][CH:28]=4)[N:35]=[N:36][N:37]=3)=[CH:50][CH:49]=2)[C:14]([CH2:16][CH2:17][CH2:18][CH3:19])=[N:13][C:12]=1[Cl:20])=[O:10])([O-:3])=[O:2]. The catalyst class is: 44. (4) Reactant: [CH3:1][S:2]([C:5]1[CH:10]=[CH:9][C:8]([C:11](=O)[CH:12]=[CH:13][C:14](=O)[CH3:15])=[CH:7][CH:6]=1)(=[O:4])=[O:3].[O:18]1[CH:22]=[CH:21][CH:20]=[C:19]1[C:23]1[CH:29]=[CH:28][C:26]([NH2:27])=[CH:25][CH:24]=1.O.C1(C)C=CC(S(O)(=O)=O)=CC=1. Product: [O:18]1[CH:22]=[CH:21][CH:20]=[C:19]1[C:23]1[CH:29]=[CH:28][C:26]([N:27]2[C:11]([C:8]3[CH:9]=[CH:10][C:5]([S:2]([CH3:1])(=[O:4])=[O:3])=[CH:6][CH:7]=3)=[CH:12][CH:13]=[C:14]2[CH3:15])=[CH:25][CH:24]=1. The catalyst class is: 11. (5) The catalyst class is: 54. Reactant: C(NC1CCCCC1)(C)C.C([Li])CCC.[CH3:16][O:17][C:18](=[O:28])[CH2:19][C:20]1[CH:25]=[CH:24][C:23]([O:26][CH3:27])=[CH:22][CH:21]=1.[Cl:29][C:30]1[N:35]=[C:34]([Cl:36])[C:33]([CH2:37]I)=[CH:32][N:31]=1. Product: [CH3:16][O:17][C:18](=[O:28])[CH:19]([C:20]1[CH:25]=[CH:24][C:23]([O:26][CH3:27])=[CH:22][CH:21]=1)[CH2:37][C:33]1[C:34]([Cl:36])=[N:35][C:30]([Cl:29])=[N:31][CH:32]=1. (6) Reactant: [CH3:1][Li].[CH3:3][C:4]([C:6]1[CH:11]=[CH:10][C:9]([Br:12])=[CH:8][CH:7]=1)=[O:5].[Cl-].[NH4+]. Product: [Br:12][C:9]1[CH:10]=[CH:11][C:6]([C:4]([OH:5])([CH3:1])[CH3:3])=[CH:7][CH:8]=1. The catalyst class is: 7.